Dataset: Reaction yield outcomes from USPTO patents with 853,638 reactions. Task: Predict the reaction yield, written as a fraction of the theoretical maximum amount of product (1.0 means a 100% yield; for example, 0.34 means a 34% yield). (1) The reactants are [C:1]([C:9]1[CH:10]=[CH:11][C:12](=[O:18])[NH:13][C:14]=1OCC)(=[O:8])[C:2]1[CH:7]=[CH:6][CH:5]=[CH:4][CH:3]=1.[CH:19]1([CH2:25][NH2:26])[CH2:24][CH2:23][CH2:22][CH2:21][CH2:20]1. The catalyst is C1(C)C=CC=CC=1. The product is [C:1]([C:9]1[CH:10]=[CH:11][C:12](=[O:18])[NH:13][C:14]=1[NH:26][CH2:25][CH:19]1[CH2:24][CH2:23][CH2:22][CH2:21][CH2:20]1)(=[O:8])[C:2]1[CH:3]=[CH:4][CH:5]=[CH:6][CH:7]=1. The yield is 0.240. (2) The reactants are [Br:1][C:2]1[CH:7]=[CH:6][C:5]([NH2:8])=[C:4]([C:9]2[NH:10][N:11]=[CH:12][N:13]=2)[CH:3]=1.Cl[CH2:15][C:16](Cl)=[O:17].[OH-].[Na+].Cl. The catalyst is O1CCOCC1.N1C=CC=CC=1.C(OCC)C. The product is [Br:1][C:2]1[CH:7]=[CH:6][C:5]2[NH:8][C:16](=[O:17])[CH2:15][N:10]3[C:9](=[N:13][CH:12]=[N:11]3)[C:4]=2[CH:3]=1. The yield is 0.460. (3) The reactants are [C:1]([NH:4][CH2:5][CH2:6][CH:7]1[C:15]2[C:10](=[CH:11][CH:12]=[C:13]([NH:17][C:18](=O)[CH2:19][CH2:20][CH2:21][CH2:22][O:23][CH2:24][C:25]3[CH:30]=[CH:29][CH:28]=[CH:27][CH:26]=3)[C:14]=2[OH:16])[CH2:9][CH2:8]1)(=[O:3])[CH3:2].C1(C)C=CC(S([O-])(=O)=O)=CC=1.[NH+]1C=CC=CC=1. The catalyst is C1(C)C(C)=CC=CC=1. The product is [CH2:24]([O:23][CH2:22][CH2:21][CH2:20][CH2:19][C:18]1[O:16][C:14]2[C:15]3[CH:7]([CH2:6][CH2:5][NH:4][C:1](=[O:3])[CH3:2])[CH2:8][CH2:9][C:10]=3[CH:11]=[CH:12][C:13]=2[N:17]=1)[C:25]1[CH:26]=[CH:27][CH:28]=[CH:29][CH:30]=1. The yield is 0.910. (4) The reactants are [NH2:1][C:2]1[C:12]2[NH:11][CH2:10][CH2:9][O:8][C:7](=[O:13])[C:6]=2[CH:5]=[CH:4][CH:3]=1.[C:14](N1C=CN=C1)(N1C=CN=C1)=[O:15]. The catalyst is C1COCC1. The product is [NH:1]1[C:2]2=[CH:3][CH:4]=[CH:5][C:6]3=[C:12]2[N:11]([CH2:10][CH2:9][O:8][C:7]3=[O:13])[C:14]1=[O:15]. The yield is 0.700. (5) The reactants are Cl[C:2]1[C:3]2[CH:20]=[CH:19][C:18](=[O:21])[N:17]([C:22]3[C:27]([F:28])=[CH:26][CH:25]=[CH:24][C:23]=3[F:29])[C:4]=2[N:5]=[C:6]([NH:8][CH2:9][CH2:10][CH2:11][N:12]([CH2:15][CH3:16])[CH2:13][CH3:14])[N:7]=1.CC1(C)C(C)(C)OB([C:38]2[CH:39]=[C:40]([CH:44]=[CH:45][CH:46]=2)[C:41]([OH:43])=[O:42])O1.C(=O)([O-])[O-].[K+].[K+]. The catalyst is O1CCOCC1.O.C1C=CC([P]([Pd]([P](C2C=CC=CC=2)(C2C=CC=CC=2)C2C=CC=CC=2)([P](C2C=CC=CC=2)(C2C=CC=CC=2)C2C=CC=CC=2)[P](C2C=CC=CC=2)(C2C=CC=CC=2)C2C=CC=CC=2)(C2C=CC=CC=2)C2C=CC=CC=2)=CC=1. The product is [CH2:13]([N:12]([CH2:15][CH3:16])[CH2:11][CH2:10][CH2:9][NH:8][C:6]1[N:7]=[C:2]([C:38]2[CH:39]=[C:40]([CH:44]=[CH:45][CH:46]=2)[C:41]([OH:43])=[O:42])[C:3]2[CH:20]=[CH:19][C:18](=[O:21])[N:17]([C:22]3[C:27]([F:28])=[CH:26][CH:25]=[CH:24][C:23]=3[F:29])[C:4]=2[N:5]=1)[CH3:14]. The yield is 0.320. (6) The catalyst is C(O)(C)C. The yield is 0.450. The reactants are [NH:1]1[CH2:6][CH2:5][O:4][CH2:3][CH2:2]1.Cl[C:8]1[N:13]=[CH:12][C:11]2[C:14](=[C:23]3[C:31]4[C:26](=[CH:27][CH:28]=[CH:29][CH:30]=4)[NH:25][C:24]3=[O:32])[O:15][CH:16]([C:17]3[CH:22]=[CH:21][CH:20]=[CH:19][CH:18]=3)[C:10]=2[C:9]=1[Cl:33]. The product is [Cl:33][C:9]1[C:10]2[CH:16]([C:17]3[CH:18]=[CH:19][CH:20]=[CH:21][CH:22]=3)[O:15][C:14](=[C:23]3[C:31]4[C:26](=[CH:27][CH:28]=[CH:29][CH:30]=4)[NH:25][C:24]3=[O:32])[C:11]=2[CH:12]=[N:13][C:8]=1[N:1]1[CH2:6][CH2:5][O:4][CH2:3][CH2:2]1.